From a dataset of Full USPTO retrosynthesis dataset with 1.9M reactions from patents (1976-2016). Predict the reactants needed to synthesize the given product. (1) Given the product [CH3:8][C:7]1[CH:11]=[CH:12][C:4]([C:8]([C:7]2[CH:11]=[CH:12][C:4]([N+:1]([O-:3])=[O:2])=[CH:5][CH:6]=2)=[O:9])=[CH:5][CH:6]=1, predict the reactants needed to synthesize it. The reactants are: [N+:1]([C:4]1[CH:12]=[CH:11][C:7]([C:8](Cl)=[O:9])=[CH:6][CH:5]=1)([O-:3])=[O:2].[Cl-].[Cl-].[Cl-].[Al+3]. (2) Given the product [O:1]=[C:2]([O-:15])[C@@H:3]([C@H:5]([C@@H:7]([C@@H:9]([C:11]([O-:13])=[O:12])[OH:10])[OH:8])[OH:6])[OH:4].[K+:14].[K+:14], predict the reactants needed to synthesize it. The reactants are: [O:1]=[CH:2][C@@H:3]([C@H:5]([C@@H:7]([C@@H:9]([CH2:11][OH:12])[OH:10])[OH:8])[OH:6])[OH:4].[OH-:13].[K+:14].[OH-:15].[Na+]. (3) Given the product [ClH:27].[CH2:1]([O:3][C:4]([C@H:6]1[CH2:11][CH2:10][C@H:9]([NH:12][NH2:13])[CH2:8][CH2:7]1)=[O:5])[CH3:2], predict the reactants needed to synthesize it. The reactants are: [CH2:1]([O:3][C:4]([C@H:6]1[CH2:11][CH2:10][C@H:9]([NH:12][NH:13]C(OC(C)(C)C)=O)[CH2:8][CH2:7]1)=[O:5])[CH3:2].O1CCOCC1.[ClH:27]. (4) Given the product [O:33]=[C:31]([N:49]1[CH2:48][CH2:47][N:46]([CH:44]([C:40]2[CH:41]=[CH:42][CH:43]=[C:38]([C:37]([F:52])([F:53])[F:36])[CH:39]=2)[CH3:45])[CH2:51][CH2:50]1)[CH2:30][N:14]1[CH2:15][CH2:16][C:17]([C:18]2[CH:19]=[CH:20][CH:21]=[CH:22][CH:23]=2)([C:24]2[CH:29]=[CH:28][CH:27]=[CH:26][CH:25]=2)[C:13]1=[O:12], predict the reactants needed to synthesize it. The reactants are: C(N=C=NCCCN(C)C)C.[O:12]=[C:13]1[C:17]([C:24]2[CH:29]=[CH:28][CH:27]=[CH:26][CH:25]=2)([C:18]2[CH:23]=[CH:22][CH:21]=[CH:20][CH:19]=2)[CH2:16][CH2:15][N:14]1[CH2:30][C:31]([OH:33])=O.Cl.Cl.[F:36][C:37]([F:53])([F:52])[C:38]1[CH:39]=[C:40]([CH:44]([N:46]2[CH2:51][CH2:50][NH:49][CH2:48][CH2:47]2)[CH3:45])[CH:41]=[CH:42][CH:43]=1. (5) The reactants are: [C:1](=[O:13])([O:5][C:6]1([CH3:12])[CH2:11][CH2:10][CH2:9][CH2:8][CH2:7]1)[O:2][CH2:3]Cl.N1C(C)=CC=CC=1C.[I-:22].[Na+]. Given the product [C:1](=[O:13])([O:5][C:6]1([CH3:12])[CH2:11][CH2:10][CH2:9][CH2:8][CH2:7]1)[O:2][CH2:3][I:22], predict the reactants needed to synthesize it. (6) Given the product [CH2:1]([C:8]1([OH:31])[CH2:9][CH2:10][N:11]([CH2:14][CH2:15][NH:16][C:17]([NH:19][C:20]2[C:29]3[C:24](=[CH:25][CH:26]=[CH:27][CH:28]=3)[N:23]=[C:22]([CH3:30])[CH:21]=2)=[O:18])[CH2:12][CH2:13]1)[C:2]1[CH:7]=[CH:6][CH:5]=[CH:4][CH:3]=1.[S:33]([O-:36])([O-:35])(=[O:34])=[O:32], predict the reactants needed to synthesize it. The reactants are: [CH2:1]([C:8]1([OH:31])[CH2:13][CH2:12][N:11]([CH2:14][CH2:15][NH:16][C:17]([NH:19][C:20]2[C:29]3[C:24](=[CH:25][CH:26]=[CH:27][CH:28]=3)[N:23]=[C:22]([CH3:30])[CH:21]=2)=[O:18])[CH2:10][CH2:9]1)[C:2]1[CH:7]=[CH:6][CH:5]=[CH:4][CH:3]=1.[OH:32][S:33]([OH:36])(=[O:35])=[O:34]. (7) Given the product [CH3:1][O:2][C:3]([N:5]1[C@H:13]2[C@H:8]([C@:9]([O:23][C:24](=[O:27])[CH2:25][CH3:26])([C:14]#[C:15][C:16]3[CH:17]=[C:18]([CH3:22])[CH:19]=[CH:20][CH:21]=3)[CH2:10][CH2:11][CH2:12]2)[CH2:7][CH2:6]1)=[O:4], predict the reactants needed to synthesize it. The reactants are: [CH3:1][O:2][C:3]([N:5]1[C@@H:13]2[C@@H:8]([C@@:9]([OH:23])([C:14]#[C:15][C:16]3[CH:17]=[C:18]([CH3:22])[CH:19]=[CH:20][CH:21]=3)[CH2:10][CH2:11][CH2:12]2)[CH2:7][CH2:6]1)=[O:4].[C:24](O)(=[O:27])[CH2:25][CH3:26].